Predict the reactants needed to synthesize the given product. From a dataset of Full USPTO retrosynthesis dataset with 1.9M reactions from patents (1976-2016). Given the product [C:1]([C:5]1[CH:15]=[CH:14][CH:13]=[CH:12][C:6]=1[O:7][CH:8]1[CH2:9][N:10]([C:23]([C:18]2[CH:19]=[CH:20][CH:21]=[CH:22][N:17]=2)=[O:24])[CH2:11]1)([CH3:4])([CH3:2])[CH3:3], predict the reactants needed to synthesize it. The reactants are: [C:1]([C:5]1[CH:15]=[CH:14][CH:13]=[CH:12][C:6]=1[O:7][CH:8]1[CH2:11][NH:10][CH2:9]1)([CH3:4])([CH3:3])[CH3:2].Cl.[N:17]1[CH:22]=[CH:21][CH:20]=[CH:19][C:18]=1[C:23](Cl)=[O:24].